This data is from Full USPTO retrosynthesis dataset with 1.9M reactions from patents (1976-2016). The task is: Predict the reactants needed to synthesize the given product. (1) Given the product [N:37]1[CH:38]=[CH:39][CH:40]=[C:35]([NH:34][C:21]([C:5]2[C:4]([C:24]3[CH:29]=[CH:28][CH:27]=[C:26]([C:30]([F:32])([F:31])[F:33])[CH:25]=3)=[CH:3][C:2]([CH3:1])=[C:7]([C:8]([N:10]3[CH2:15][CH2:14][CH:13]([N:16]4[CH2:20][CH2:19][CH2:18][CH2:17]4)[CH2:12][CH2:11]3)=[O:9])[N:6]=2)=[O:23])[CH:36]=1, predict the reactants needed to synthesize it. The reactants are: [CH3:1][C:2]1[CH:3]=[C:4]([C:24]2[CH:29]=[CH:28][CH:27]=[C:26]([C:30]([F:33])([F:32])[F:31])[CH:25]=2)[C:5]([C:21]([OH:23])=O)=[N:6][C:7]=1[C:8]([N:10]1[CH2:15][CH2:14][CH:13]([N:16]2[CH2:20][CH2:19][CH2:18][CH2:17]2)[CH2:12][CH2:11]1)=[O:9].[NH2:34][C:35]1[CH:36]=[N:37][CH:38]=[CH:39][CH:40]=1.CCN(CC)CC.CN(C(ON1N=NC2C=CC=NC1=2)=[N+](C)C)C.F[P-](F)(F)(F)(F)F. (2) The reactants are: [CH3:1][C:2]1[CH:7]=[CH:6][N:5]2[C:8]([C:11]([OH:13])=O)=[CH:9][N:10]=[C:4]2[CH:3]=1.C(Cl)(=O)C(Cl)=O.CN(C=O)C.[NH2:25][C:26]1[CH:27]=[C:28]([C:33]2[N:37]=[C:36]([CH2:38][CH2:39][C:40]([CH3:43])([OH:42])[CH3:41])[O:35][N:34]=2)[CH:29]=[CH:30][C:31]=1[CH3:32]. Given the product [OH:42][C:40]([CH3:43])([CH3:41])[CH2:39][CH2:38][C:36]1[O:35][N:34]=[C:33]([C:28]2[CH:29]=[CH:30][C:31]([CH3:32])=[C:26]([NH:25][C:11]([C:8]3[N:5]4[CH:6]=[CH:7][C:2]([CH3:1])=[CH:3][C:4]4=[N:10][CH:9]=3)=[O:13])[CH:27]=2)[N:37]=1, predict the reactants needed to synthesize it. (3) Given the product [CH3:23][C:24]1[N:1]([C:2]2[CH:3]=[C:4]3[C:9](=[CH:10][C:11]=2[C:12]([F:13])([F:15])[F:14])[NH:8][C:7](=[O:16])[N:6]([NH:17][S:18]([CH3:21])(=[O:20])=[O:19])[C:5]3=[O:22])[CH:26]=[CH:27][CH:28]=1, predict the reactants needed to synthesize it. The reactants are: [NH2:1][C:2]1[CH:3]=[C:4]2[C:9](=[CH:10][C:11]=1[C:12]([F:15])([F:14])[F:13])[NH:8][C:7](=[O:16])[N:6]([NH:17][S:18]([CH3:21])(=[O:20])=[O:19])[C:5]2=[O:22].[CH3:23][C:24]1(OC)[CH2:28][CH2:27][CH:26](OC)O1. (4) The reactants are: [CH3:1][C:2]1[CH:3]=[C:4]2[C:8](=[CH:9][CH:10]=1)[NH:7][CH:6]([C:11]([O:13]C)=O)[CH2:5]2. Given the product [CH2:6]([NH:7][C:11]([CH:6]1[CH2:5][C:4]2[C:8](=[CH:9][CH:10]=[C:2]([CH3:1])[CH:3]=2)[NH:7]1)=[O:13])[CH2:5][CH2:4][CH3:3], predict the reactants needed to synthesize it. (5) Given the product [O:23]=[C:19]([CH3:18])[CH2:20][C:21]([O:10][CH:8]([CH3:9])[CH2:7][N:1]1[CH2:6][CH2:5][O:4][CH2:3][CH2:2]1)=[O:22], predict the reactants needed to synthesize it. The reactants are: [N:1]1([CH2:7][CH:8]([OH:10])[CH3:9])[CH2:6][CH2:5][O:4][CH2:3][CH2:2]1.C(N(CC)CC)C.[CH2:18]=[C:19]1[O:23][C:21](=[O:22])[CH2:20]1. (6) Given the product [N:24]1([CH2:23][C:20]2[N:21]3[CH:22]=[C:15]([C:14]4[C:9]([NH2:8])=[N:10][CH:11]=[CH:12][CH:13]=4)[N:16]=[C:17]3[S:18][CH:19]=2)[CH2:25][CH2:26][O:27][CH2:28][CH2:29]1, predict the reactants needed to synthesize it. The reactants are: COC1C=CC(C[NH:8][C:9]2[C:14]([C:15]3[N:16]=[C:17]4[N:21]([CH:22]=3)[C:20]([CH2:23][N:24]3[CH2:29][CH2:28][O:27][CH2:26][CH2:25]3)=[CH:19][S:18]4)=[CH:13][CH:12]=[CH:11][N:10]=2)=CC=1.C([SiH](CC)CC)C.FC(F)(F)C(O)=O. (7) Given the product [CH2:40]([O:39][CH2:38][C@H:27]([OH:26])[C:28]([NH:30][C:31]1[CH:36]=[N:35][C:34]([CH3:37])=[CH:33][N:32]=1)=[O:29])[CH3:41], predict the reactants needed to synthesize it. The reactants are: [F-].C([N+](CCCC)(CCCC)CCCC)CCC.[Si]([O:26][C@@H:27]([CH2:38][O:39][CH2:40][CH3:41])[C:28]([NH:30][C:31]1[CH:36]=[N:35][C:34]([CH3:37])=[CH:33][N:32]=1)=[O:29])(C(C)(C)C)(C)C. (8) Given the product [N:1]1[CH:6]=[CH:5][CH:4]=[CH:3][C:2]=1[CH:7]1[CH2:12][CH2:11][N:10]([CH2:13][CH:14]([OH:31])[CH2:19][NH2:18])[CH2:9][CH2:8]1, predict the reactants needed to synthesize it. The reactants are: [N:1]1[CH:6]=[CH:5][CH:4]=[CH:3][C:2]=1[CH:7]1[CH2:12][CH2:11][N:10]([C:13]2C(CC(O)C)=CC=C3C([NH:18][C:19](=O)[C:14]=23)=O)[CH2:9][CH2:8]1.NN.C[OH:31]. (9) Given the product [C:58]([C:56]1[CH:55]=[C:41]([CH:40]=[C:39]([NH:38][C:34]2[N:33]=[C:32]([O:31][C:24]3[C:25]4[C:30](=[CH:29][CH:28]=[CH:27][CH:26]=4)[C:21]([NH:20][C:10]([NH:9][C:7]4[N:6]([CH3:19])[N:5]=[C:4]([CH:1]([CH3:3])[CH3:2])[CH:8]=4)=[O:11])=[CH:22][CH:23]=3)[CH:37]=[CH:36][N:35]=2)[CH:57]=1)[C:42]([NH:44][CH2:45][CH2:46][O:47][CH2:48][CH2:49][O:50][CH2:51][CH2:52][O:53][CH3:54])=[O:43])#[CH:59], predict the reactants needed to synthesize it. The reactants are: [CH:1]([C:4]1[CH:8]=[C:7]([NH:9][C:10](=O)[O:11]C2C=CC=CC=2)[N:6]([CH3:19])[N:5]=1)([CH3:3])[CH3:2].[NH2:20][C:21]1[C:30]2[C:25](=[CH:26][CH:27]=[CH:28][CH:29]=2)[C:24]([O:31][C:32]2[CH:37]=[CH:36][N:35]=[C:34]([NH:38][C:39]3[CH:40]=[C:41]([CH:55]=[C:56]([C:58]#[CH:59])[CH:57]=3)[C:42]([NH:44][CH2:45][CH2:46][O:47][CH2:48][CH2:49][O:50][CH2:51][CH2:52][O:53][CH3:54])=[O:43])[N:33]=2)=[CH:23][CH:22]=1.